Task: Predict the product of the given reaction.. Dataset: Forward reaction prediction with 1.9M reactions from USPTO patents (1976-2016) (1) Given the reactants C[O:2][C:3]([C:5]1[C:13]2[O:12][CH2:11][CH:10]([CH2:14][N:15]3[CH2:20][CH2:19][N:18]([C:21]([O:23][C:24]([CH3:27])([CH3:26])[CH3:25])=[O:22])[CH2:17][CH2:16]3)[C:9]=2[CH:8]=[CH:7][CH:6]=1)=[O:4].O[Li].O, predict the reaction product. The product is: [C:24]([O:23][C:21]([N:18]1[CH2:19][CH2:20][N:15]([CH2:14][CH:10]2[C:9]3[CH:8]=[CH:7][CH:6]=[C:5]([C:3]([OH:4])=[O:2])[C:13]=3[O:12][CH2:11]2)[CH2:16][CH2:17]1)=[O:22])([CH3:27])([CH3:25])[CH3:26]. (2) Given the reactants [F:1][C:2]1[CH:7]=[CH:6][C:5]([S:8]([N:11]([C:16]2[C:25]([C:26]([O:28][CH3:29])=[O:27])=[C:24]3[C:19]([C:20]4[CH:32]=[CH:31][O:30][C:21]=4[CH2:22][O:23]3)=[CH:18][CH:17]=2)C(OC)=O)(=[O:10])=[O:9])=[C:4](/[CH:33]=[CH:34]\[CH2:35]O)[CH:3]=1.C(N(C(C)C)CC)(C)C.CS(Cl)(=O)=O.FC(F)(F)C(O)=O.[NH:58]1[CH2:61][CH:60]([O:62][C:63](=[O:65])[CH3:64])[CH2:59]1, predict the reaction product. The product is: [F:1][C:2]1[CH:7]=[CH:6][C:5]([S:8]([NH:11][C:16]2[C:25]([C:26]([O:28][CH3:29])=[O:27])=[C:24]3[C:19]([C:20]4[CH:32]=[CH:31][O:30][C:21]=4[CH2:22][O:23]3)=[CH:18][CH:17]=2)(=[O:10])=[O:9])=[C:4](/[CH:33]=[CH:34]\[CH2:35][N:58]2[CH2:61][CH:60]([O:62][C:63](=[O:65])[CH3:64])[CH2:59]2)[CH:3]=1. (3) Given the reactants C([N:4]1[C:12]2[C:7](=[CH:8][CH:9]=[CH:10][CH:11]=2)[C:6](=[C:13](Cl)[C:14]2[CH:19]=[CH:18][CH:17]=[C:16]([O:20][CH3:21])[CH:15]=2)[C:5]1=[O:23])(=O)C.[CH3:24][N:25]([CH2:27][C:28]1[CH:34]=[CH:33][C:31]([NH2:32])=[CH:30][CH:29]=1)[CH3:26].[OH-].[Na+], predict the reaction product. The product is: [CH3:26][N:25]([CH2:27][C:28]1[CH:29]=[CH:30][C:31]([NH:32]/[C:13](=[C:6]2\[C:5](=[O:23])[NH:4][C:12]3[C:7]\2=[CH:8][CH:9]=[CH:10][CH:11]=3)/[C:14]2[CH:19]=[CH:18][CH:17]=[C:16]([O:20][CH3:21])[CH:15]=2)=[CH:33][CH:34]=1)[CH3:24]. (4) Given the reactants [Li+].CC([N-][CH:6]([CH3:8])[CH3:7])C.C([Li])CCC.[CH:14]([NH:17]C(C)C)(C)C.[CH2:21]([O:28][CH2:29][CH2:30][CH:31]=[O:32])[C:22]1[CH:27]=[CH:26][CH:25]=[CH:24][CH:23]=1.S(=O)(=O)(O)O, predict the reaction product. The product is: [CH2:21]([O:28][CH2:29][CH2:30][CH:31]([OH:32])[C:6]([CH3:7])([CH3:8])[C:14]#[N:17])[C:22]1[CH:27]=[CH:26][CH:25]=[CH:24][CH:23]=1. (5) The product is: [CH2:7]([N:9]([CH2:12][C:13]1[CH:14]=[C:15](/[CH:16]=[CH:26]/[C:27]([NH:29][C:30]2[CH:38]=[CH:37][CH:36]=[CH:35][C:31]=2[C:32]([OH:34])=[O:33])=[O:28])[CH:18]=[CH:19][C:20]=1[O:21][CH3:22])[CH2:10][CH3:11])[CH3:8]. Given the reactants N1CCCCC1.[CH2:7]([N:9]([CH2:12][C:13]1[CH:14]=[C:15]([CH:18]=[CH:19][C:20]=1[O:21][CH3:22])[CH:16]=O)[CH2:10][CH3:11])[CH3:8].C([CH2:26][C:27]([NH:29][C:30]1[CH:38]=[CH:37][CH:36]=[CH:35][C:31]=1[C:32]([OH:34])=[O:33])=[O:28])(O)=O.CC(O)=O, predict the reaction product. (6) The product is: [CH:10](=[C:8]1[C:9]2[N:1]=[CH:2][CH:3]=[CH:4][C:5]=2[CH2:6][CH2:7]1)[C:11]1[CH:16]=[CH:15][CH:14]=[CH:13][CH:12]=1. Given the reactants [N:1]1[C:9]2[CH2:8][CH2:7][CH2:6][C:5]=2[CH:4]=[CH:3][CH:2]=1.[CH:10](=O)[C:11]1[CH:16]=[CH:15][CH:14]=[CH:13][CH:12]=1.C(OC(=O)C)(=O)C, predict the reaction product. (7) Given the reactants [CH3:1][C:2]1[CH:7]=[CH:6][C:5]([C:8]2[O:12][N:11]=[CH:10][C:9]=2[C:13]([OH:15])=O)=[CH:4][CH:3]=1.[CH2:16]([CH:23]1[CH2:28][CH2:27][NH:26][CH2:25][CH2:24]1)[C:17]1[CH:22]=[CH:21][CH:20]=[CH:19][CH:18]=1, predict the reaction product. The product is: [CH2:16]([CH:23]1[CH2:28][CH2:27][N:26]([C:13]([C:9]2[CH:10]=[N:11][O:12][C:8]=2[C:5]2[CH:4]=[CH:3][C:2]([CH3:1])=[CH:7][CH:6]=2)=[O:15])[CH2:25][CH2:24]1)[C:17]1[CH:22]=[CH:21][CH:20]=[CH:19][CH:18]=1. (8) Given the reactants [N+:1]([O:4][CH2:5][C:6]1[CH:7]=[C:8](O)[CH:9]=[CH:10][CH:11]=1)([O-:3])=[O:2].ClC(Cl)([O:16][C:17](=[O:23])OC(Cl)(Cl)Cl)Cl.[CH3:25][C:26]1[CH:27]=[CH:28][C:29]([C:32]2[N:36]([C:37]3[CH:38]=[CH:39][C:40]([S:43]([NH2:46])(=[O:45])=[O:44])=[CH:41][CH:42]=3)[N:35]=[C:34]([C:47]([F:50])([F:49])[F:48])[CH:33]=2)=[CH:30][CH:31]=1.[NH4+].[Cl-], predict the reaction product. The product is: [CH3:25][C:26]1[CH:31]=[CH:30][C:29]([C:32]2[N:36]([C:37]3[CH:42]=[CH:41][C:40]([S:43]([NH:46][C:17](=[O:23])[O:16][C:9]4[CH:8]=[CH:7][C:6]([CH2:5][O:4][N+:1]([O-:3])=[O:2])=[CH:11][CH:10]=4)(=[O:45])=[O:44])=[CH:39][CH:38]=3)[N:35]=[C:34]([C:47]([F:49])([F:48])[F:50])[CH:33]=2)=[CH:28][CH:27]=1. (9) Given the reactants [OH:1][CH2:2][CH2:3][N:4]1[CH2:9][CH2:8][N:7]([C:10]2[CH:15]=[CH:14][C:13]([NH:16][C:17]3[N:22]=[CH:21][C:20](/[CH:23]=[CH:24]/[C:25]4[CH:26]=[C:27]([CH:32]=[C:33]([O:35][CH3:36])[CH:34]=4)[C:28]([O:30][CH3:31])=[O:29])=[CH:19][N:18]=3)=[CH:12][CH:11]=2)[CH2:6][CH2:5]1, predict the reaction product. The product is: [OH:1][CH2:2][CH2:3][N:4]1[CH2:5][CH2:6][N:7]([C:10]2[CH:11]=[CH:12][C:13]([NH:16][C:17]3[N:18]=[CH:19][C:20]([CH2:23][CH2:24][C:25]4[CH:26]=[C:27]([CH:32]=[C:33]([O:35][CH3:36])[CH:34]=4)[C:28]([O:30][CH3:31])=[O:29])=[CH:21][N:22]=3)=[CH:14][CH:15]=2)[CH2:8][CH2:9]1. (10) Given the reactants C1(S([N:10]2C3C(=CC(SC)=CC=3)C=C2)(=O)=O)C=CC=CC=1.C(=O)=O.Cl.[C:25]1([S:31]([N:34]2[C:42]3[C:37](=[CH:38][C:39]([CH3:43])=[CH:40][CH:41]=3)[CH:36]=[C:35]2[C:44](O)=[S:45])(=[O:33])=[O:32])[CH:30]=[CH:29][CH:28]=[CH:27][CH:26]=1.C(Cl)(=O)OCC.N, predict the reaction product. The product is: [C:25]1([S:31]([N:34]2[C:42]3[C:37](=[CH:38][C:39]([CH3:43])=[CH:40][CH:41]=3)[CH:36]=[C:35]2[C:44]([NH2:10])=[S:45])(=[O:33])=[O:32])[CH:30]=[CH:29][CH:28]=[CH:27][CH:26]=1.